Task: Predict the product of the given reaction.. Dataset: Forward reaction prediction with 1.9M reactions from USPTO patents (1976-2016) (1) Given the reactants [CH3:1][N:2]1[C:6]([C:7](=[O:24])[NH:8][C:9]2[CH:14]=[CH:13][N:12]3[N:15]=[C:16]([C:18]4[CH:19]=[N:20][CH:21]=[CH:22][CH:23]=4)[N:17]=[C:11]3[CH:10]=2)=[C:5]([C:25](O)=[O:26])[CH:4]=[N:3]1.[NH:28]1[CH2:32][CH2:31][CH2:30][CH2:29]1.CCCP(=O)=O.C(N(CC)C(C)C)(C)C, predict the reaction product. The product is: [CH3:1][N:2]1[C:6]([C:7]([NH:8][C:9]2[CH:14]=[CH:13][N:12]3[N:15]=[C:16]([C:18]4[CH:19]=[N:20][CH:21]=[CH:22][CH:23]=4)[N:17]=[C:11]3[CH:10]=2)=[O:24])=[C:5]([C:25]([N:28]2[CH2:32][CH2:31][CH2:30][CH2:29]2)=[O:26])[CH:4]=[N:3]1. (2) Given the reactants Br[CH2:2][CH2:3][CH2:4][CH2:5][CH2:6][CH2:7][CH2:8][CH2:9][C:10]([OH:12])=[O:11].[N-:13]=[N+:14]=[N-:15].[Na+], predict the reaction product. The product is: [N:13]([CH2:2][CH2:3][CH2:4][CH2:5][CH2:6][CH2:7][CH2:8][CH2:9][C:10]([OH:12])=[O:11])=[N+:14]=[N-:15].